Predict the reactants needed to synthesize the given product. From a dataset of Full USPTO retrosynthesis dataset with 1.9M reactions from patents (1976-2016). (1) The reactants are: C([N:8]1[CH2:12][CH2:11][CH:10]([C@@H:13]2[CH2:15][C@@H:14]2[C:16]([O:18][C:19]([CH3:22])([CH3:21])[CH3:20])=[O:17])[CH2:9]1)C1C=CC=CC=1.Cl[C:24]([O:26][CH2:27][C:28]1[CH:33]=[CH:32][CH:31]=[CH:30][CH:29]=1)=[O:25]. Given the product [CH2:27]([O:26][C:24]([N:8]1[CH2:12][CH2:11][CH:10]([C@@H:13]2[CH2:15][C@@H:14]2[C:16]([O:18][C:19]([CH3:22])([CH3:21])[CH3:20])=[O:17])[CH2:9]1)=[O:25])[C:28]1[CH:33]=[CH:32][CH:31]=[CH:30][CH:29]=1, predict the reactants needed to synthesize it. (2) Given the product [ClH:34].[CH3:1][C:2]1[O:6][C:5]([C:7]2[CH:16]=[CH:15][C:10]([C:11]([OH:13])=[O:12])=[CH:9][CH:8]=2)=[N:4][C:3]=1[CH2:17][S:18]([C:21]1[CH:26]=[CH:25][C:24]([CH2:27][N:28]2[CH2:33][CH2:32][CH2:31][CH2:30][CH2:29]2)=[CH:23][CH:22]=1)(=[O:19])=[O:20], predict the reactants needed to synthesize it. The reactants are: [CH3:1][C:2]1[O:6][C:5]([C:7]2[CH:16]=[CH:15][C:10]([C:11]([O:13]C)=[O:12])=[CH:9][CH:8]=2)=[N:4][C:3]=1[CH2:17][S:18]([C:21]1[CH:26]=[CH:25][C:24]([CH2:27][N:28]2[CH2:33][CH2:32][CH2:31][CH2:30][CH2:29]2)=[CH:23][CH:22]=1)(=[O:20])=[O:19].[ClH:34]. (3) Given the product [C:20]1([NH:19][C:5]2[NH:6][C:7]([C:9]3[CH:14]=[CH:13][N:12]=[CH:11][CH:10]=3)=[CH:8][C:3](=[O:2])[N:4]=2)[CH:25]=[CH:24][CH:23]=[CH:22][CH:21]=1, predict the reactants needed to synthesize it. The reactants are: C[O:2][C:3]1[CH:8]=[C:7]([C:9]2[CH:14]=[CH:13][N:12]=[CH:11][CH:10]=2)[N:6]=[C:5](S(C)(=O)=O)[N:4]=1.[NH2:19][C:20]1[CH:25]=[CH:24][CH:23]=[CH:22][CH:21]=1. (4) The reactants are: O1CC1CCl.[SH-:6].[Na+].O1C[CH:9]1[CH2:10][S:11][CH2:12][CH:13]1O[CH2:14]1.N[C:18](N)=[S:19]. Given the product [S:19]1[CH2:18][CH:9]1[CH2:10][S:11][CH2:12][CH:13]1[S:6][CH2:14]1, predict the reactants needed to synthesize it. (5) Given the product [OH:8][CH2:9][CH2:10][N:11]([CH:45]([CH3:47])[CH3:46])[C:12]([C:14]1[C:19]([O:20][CH2:21][C:22]2[CH:23]=[CH:24][CH:25]=[CH:26][CH:27]=2)=[C:18]([OH:28])[N:17]=[C:16]([CH2:29][C:30]2([C:35]3[CH:36]=[CH:37][C:38]([C:41]([F:43])([F:44])[F:42])=[CH:39][CH:40]=3)[CH2:31][CH2:32][CH2:33][CH2:34]2)[N:15]=1)=[O:13], predict the reactants needed to synthesize it. The reactants are: [Si]([O:8][CH2:9][CH2:10][N:11]([CH:45]([CH3:47])[CH3:46])[C:12]([C:14]1[C:19]([O:20][CH2:21][C:22]2[CH:27]=[CH:26][CH:25]=[CH:24][CH:23]=2)=[C:18]([OH:28])[N:17]=[C:16]([CH2:29][C:30]2([C:35]3[CH:40]=[CH:39][C:38]([C:41]([F:44])([F:43])[F:42])=[CH:37][CH:36]=3)[CH2:34][CH2:33][CH2:32][CH2:31]2)[N:15]=1)=[O:13])(C(C)(C)C)(C)C.Cl.OCCN(C(C)C)C(C1C(OCC2C=CC=CC=2)=C(O)N=C(CC2(C3C=C(Cl)C=CC=3Cl)CCCC2)N=1)=O. (6) Given the product [Cl:1][C:2]1[C:3]([F:42])=[C:4]([C@@H:8]2[C@:12]([C:15]3[CH:20]=[CH:19][C:18]([Cl:21])=[CH:17][C:16]=3[F:22])([C:13]#[N:14])[C@H:11]([CH2:23][C:24]([CH3:26])([CH3:27])[CH3:25])[NH:10][C@H:9]2[C:28]([NH:30][C:31]2[CH:39]=[CH:38][C:34]([C:35]([O:37][CH2:44][C:45]([O:47][C:48]([CH3:51])([CH3:50])[CH3:49])=[O:46])=[O:36])=[CH:33][C:32]=2[O:40][CH3:41])=[O:29])[CH:5]=[CH:6][CH:7]=1, predict the reactants needed to synthesize it. The reactants are: [Cl:1][C:2]1[C:3]([F:42])=[C:4]([C@@H:8]2[C@:12]([C:15]3[CH:20]=[CH:19][C:18]([Cl:21])=[CH:17][C:16]=3[F:22])([C:13]#[N:14])[C@H:11]([CH2:23][C:24]([CH3:27])([CH3:26])[CH3:25])[NH:10][C@H:9]2[C:28]([NH:30][C:31]2[CH:39]=[CH:38][C:34]([C:35]([OH:37])=[O:36])=[CH:33][C:32]=2[O:40][CH3:41])=[O:29])[CH:5]=[CH:6][CH:7]=1.Br[CH2:44][C:45]([O:47][C:48]([CH3:51])([CH3:50])[CH3:49])=[O:46].C(=O)([O-])[O-].[Cs+].[Cs+].CN(C)C=O. (7) Given the product [CH3:31][C:22]1[CH:27]=[CH:26][C:25]([C:28]([NH:1][C:2]2[C:11]3[C:6](=[CH:7][CH:8]=[CH:9][CH:10]=3)[CH:5]=[CH:4][C:3]=2[C:12]([OH:21])([C:13]([F:14])([F:15])[F:16])[C:17]([F:18])([F:19])[F:20])=[O:29])=[CH:24][CH:23]=1, predict the reactants needed to synthesize it. The reactants are: [NH2:1][C:2]1[C:11]2[C:6](=[CH:7][CH:8]=[CH:9][CH:10]=2)[CH:5]=[CH:4][C:3]=1[C:12]([OH:21])([C:17]([F:20])([F:19])[F:18])[C:13]([F:16])([F:15])[F:14].[C:22]1([CH3:31])[CH:27]=[CH:26][C:25]([C:28](Cl)=[O:29])=[CH:24][CH:23]=1. (8) Given the product [OH:1][CH:2]1[CH2:7][CH2:6][N:5]([C:8]([O:10][C:11]([CH3:12])([CH3:13])[CH3:14])=[O:9])[CH2:4][CH:3]1[CH2:15][OH:16], predict the reactants needed to synthesize it. The reactants are: [O:1]=[C:2]1[CH2:7][CH2:6][N:5]([C:8]([O:10][C:11]([CH3:14])([CH3:13])[CH3:12])=[O:9])[CH2:4][CH:3]1[C:15](OCC)=[O:16].[BH4-].[Na+].